This data is from Full USPTO retrosynthesis dataset with 1.9M reactions from patents (1976-2016). The task is: Predict the reactants needed to synthesize the given product. (1) The reactants are: [O:1]=[CH:2][C@@H:3]([C@H:5]([C@@H:7]([CH2:9][OH:10])[OH:8])[OH:6])[OH:4]. Given the product [CH2:2]([OH:1])[C@@H:3]([C@H:5]([C@@H:7]([CH2:9][OH:10])[OH:8])[OH:6])[OH:4], predict the reactants needed to synthesize it. (2) Given the product [OH:15][C:13]1[N:26]=[C:25](/[CH:24]=[CH:23]/[C:17]2[CH:22]=[CH:21][CH:20]=[CH:19][CH:18]=2)[NH:27][C:9](=[O:11])[C:1]=1[CH2:2][CH2:3][C:4]([O:6][CH2:7][CH3:8])=[O:5], predict the reactants needed to synthesize it. The reactants are: [CH:1]([C:13]([O:15]C)=O)([C:9]([O:11]C)=O)[CH2:2][CH2:3][C:4]([O:6][CH2:7][CH3:8])=[O:5].[C:17]1(/[CH:23]=[CH:24]/[C:25](=[NH:27])[NH2:26])[CH:22]=[CH:21][CH:20]=[CH:19][CH:18]=1.C(N(CC)CC)C.C[O-].[Na+].